From a dataset of Catalyst prediction with 721,799 reactions and 888 catalyst types from USPTO. Predict which catalyst facilitates the given reaction. (1) Reactant: Br[C:2]1[CH:3]=[C:4]([NH:16][S:17]([CH2:20][CH3:21])(=[O:19])=[O:18])[CH:5]=[C:6]([O:8][CH2:9][C:10]2[CH:15]=[CH:14][CH:13]=[CH:12][CH:11]=2)[CH:7]=1.[CH3:22][N:23]1[CH:28]=[C:27](B2OC(C)(C)C(C)(C)O2)[CH:26]=[C:25]([CH3:38])[C:24]1=[O:39].[O-]P([O-])([O-])=O.[K+].[K+].[K+]. Product: [CH3:22][N:23]1[C:24](=[O:39])[C:25]([CH3:38])=[CH:26][C:27]([C:2]2[CH:3]=[C:4]([NH:16][S:17]([CH2:20][CH3:21])(=[O:19])=[O:18])[CH:5]=[C:6]([O:8][CH2:9][C:10]3[CH:15]=[CH:14][CH:13]=[CH:12][CH:11]=3)[CH:7]=2)=[CH:28]1. The catalyst class is: 117. (2) Reactant: [CH2:1]([C:3]([C:22]1[CH:35]=[CH:34][C:25]([O:26][CH2:27][C:28](=[O:33])[C:29]([CH3:32])([CH3:31])[CH3:30])=[C:24]([CH3:36])[CH:23]=1)([C:6]1[CH:11]=[CH:10][C:9]([B:12]2[O:16][C:15]([CH3:18])([CH3:17])[C:14]([CH3:20])([CH3:19])[O:13]2)=[C:8]([CH3:21])[CH:7]=1)[CH2:4][CH3:5])[CH3:2].CCC(C)[BH-](C(C)CC)C(C)CC.[Li+].[Cl-].[NH4+]. Product: [CH2:1]([C:3]([C:22]1[CH:35]=[CH:34][C:25]([O:26][CH2:27][CH:28]([OH:33])[C:29]([CH3:32])([CH3:31])[CH3:30])=[C:24]([CH3:36])[CH:23]=1)([C:6]1[CH:11]=[CH:10][C:9]([B:12]2[O:13][C:14]([CH3:19])([CH3:20])[C:15]([CH3:17])([CH3:18])[O:16]2)=[C:8]([CH3:21])[CH:7]=1)[CH2:4][CH3:5])[CH3:2]. The catalyst class is: 7. (3) Reactant: [CH:1]1([N:6]2[C:14]3[CH:13]=[C:12]([C:15]4[CH2:16][C:17]([CH3:24])([CH3:23])[NH:18][C:19]([CH3:22])([CH3:21])[CH:20]=4)[CH:11]=[C:10]([C:25]([NH:27][CH2:28][C:29]4[C:30](=[O:37])[NH:31][C:32]([CH3:36])=[CH:33][C:34]=4[CH3:35])=[O:26])[C:9]=3[CH:8]=[N:7]2)[CH2:5][CH2:4][CH2:3][CH2:2]1. Product: [CH:1]1([N:6]2[C:14]3[CH:13]=[C:12]([CH:15]4[CH2:16][C:17]([CH3:23])([CH3:24])[NH:18][C:19]([CH3:22])([CH3:21])[CH2:20]4)[CH:11]=[C:10]([C:25]([NH:27][CH2:28][C:29]4[C:30](=[O:37])[NH:31][C:32]([CH3:36])=[CH:33][C:34]=4[CH3:35])=[O:26])[C:9]=3[CH:8]=[N:7]2)[CH2:2][CH2:3][CH2:4][CH2:5]1. The catalyst class is: 19. (4) Reactant: [CH3:1][O:2][C:3]([C:5]1[CH:6]=[C:7]([CH:11]=[CH:12][CH:13]=1)[C:8](O)=[O:9])=[O:4].C(Cl)(=O)C([Cl:17])=O.CN(C)C=O. Product: [Cl:17][C:8]([C:7]1[CH:6]=[C:5]([CH:13]=[CH:12][CH:11]=1)[C:3]([O:2][CH3:1])=[O:4])=[O:9]. The catalyst class is: 4.